Dataset: Forward reaction prediction with 1.9M reactions from USPTO patents (1976-2016). Task: Predict the product of the given reaction. (1) Given the reactants [N:1]1[C:10]2[C:5](=[CH:6][CH:7]=[CH:8][CH:9]=2)[CH:4]=[CH:3][C:2]=1[CH:11]=[N:12][NH:13][C:14]([O:16][C:17]([CH3:20])([CH3:19])[CH3:18])=[O:15], predict the reaction product. The product is: [N:1]1[C:10]2[C:5](=[CH:6][CH:7]=[CH:8][CH:9]=2)[CH:4]=[CH:3][C:2]=1[CH2:11][NH:12][NH:13][C:14]([O:16][C:17]([CH3:20])([CH3:19])[CH3:18])=[O:15]. (2) Given the reactants [O:1]([C:8]1[CH:13]=[CH:12][C:11]([OH:14])=[CH:10][CH:9]=1)[C:2]1[CH:7]=[CH:6][CH:5]=[CH:4][CH:3]=1.[Br:15][C:16]1[CH:17]=[CH:18][C:19](F)=[N:20][CH:21]=1.C([O-])([O-])=O.[K+].[K+].O, predict the reaction product. The product is: [Br:15][C:16]1[CH:17]=[CH:18][C:19]([O:14][C:11]2[CH:10]=[CH:9][C:8]([O:1][C:2]3[CH:7]=[CH:6][CH:5]=[CH:4][CH:3]=3)=[CH:13][CH:12]=2)=[N:20][CH:21]=1. (3) Given the reactants Cl[C:2]1[N:7]=[C:6]([O:8][C:9]2[CH:14]=[CH:13][C:12]([NH:15][C:16](=[O:18])[CH3:17])=[CH:11][C:10]=2[F:19])[CH:5]=[CH:4][N:3]=1.[NH2:20][C:21]1[CH:26]=[CH:25][CH:24]=[CH:23][CH:22]=1.CC1C=CC(S(O)(=O)=O)=CC=1, predict the reaction product. The product is: [F:19][C:10]1[CH:11]=[C:12]([NH:15][C:16](=[O:18])[CH3:17])[CH:13]=[CH:14][C:9]=1[O:8][C:6]1[CH:5]=[CH:4][N:3]=[C:2]([NH:20][C:21]2[CH:26]=[CH:25][CH:24]=[CH:23][CH:22]=2)[N:7]=1. (4) The product is: [F:46][C:42]1[CH:41]=[C:40]2[C:45]([C:36]([NH:54][C:55]3[CH:56]=[C:57]([NH:67][C:68](=[O:70])[CH3:69])[CH:58]=[C:59]([N:61]4[CH2:66][CH2:65][O:64][CH2:63][CH2:62]4)[CH:60]=3)=[C:37]([CH3:53])[C:38]([N:47]3[CH2:51][CH2:50][CH2:49][C:48]3=[O:52])=[N:39]2)=[CH:44][CH:43]=1. Given the reactants CC(C1C=C(C(C)C)C(C2C=CC=CC=2P(C2CCCCC2)C2CCCCC2)=C(C(C)C)C=1)C.Cl[C:36]1[C:45]2[C:40](=[CH:41][C:42]([F:46])=[CH:43][CH:44]=2)[N:39]=[C:38]([N:47]2[CH2:51][CH2:50][CH2:49][C:48]2=[O:52])[C:37]=1[CH3:53].[NH2:54][C:55]1[CH:56]=[C:57]([NH:67][C:68](=[O:70])[CH3:69])[CH:58]=[C:59]([N:61]2[CH2:66][CH2:65][O:64][CH2:63][CH2:62]2)[CH:60]=1.C(=O)([O-])[O-].[K+].[K+], predict the reaction product. (5) The product is: [CH3:1][N:2]1[CH2:7][CH2:6][CH:5]([O:8][CH:9]2[C:18]3[CH:19]=[CH:20][CH:21]=[C:22]([C:23]4[CH:24]=[C:25]([NH2:29])[CH:26]=[CH:27][CH:28]=4)[C:17]=3[CH2:16][CH2:15][N:14]3[C:10]2=[N:11][C:12]([C:32]2[CH:37]=[CH:36][CH:35]=[CH:34][CH:33]=2)=[CH:13]3)[CH2:4][CH2:3]1. Given the reactants [CH3:1][N:2]1[CH2:7][CH2:6][CH:5]([O:8][CH:9]2[C:18]3[CH:19]=[CH:20][CH:21]=[C:22]([C:23]4[CH:28]=[CH:27][CH:26]=[C:25]([N+:29]([O-])=O)[CH:24]=4)[C:17]=3[CH2:16][CH2:15][N:14]3[C:10]2=[N:11][C:12]([C:32]2[CH:37]=[CH:36][CH:35]=[CH:34][CH:33]=2)=[CH:13]3)[CH2:4][CH2:3]1.O.O.[Sn](Cl)Cl, predict the reaction product.